Dataset: Forward reaction prediction with 1.9M reactions from USPTO patents (1976-2016). Task: Predict the product of the given reaction. (1) Given the reactants Br[C:2]1[N:3]=[C:4]([NH2:16])[C:5]2[N:6]([N:8]=[C:9]([C:11]3[O:12][CH:13]=[CH:14][CH:15]=3)[N:10]=2)[CH:7]=1.[C:17]([O:21][C:22]([N:24]1[CH2:29][CH:28]=[C:27](B2OC(C)(C)C(C)(C)O2)[CH2:26][CH2:25]1)=[O:23])([CH3:20])([CH3:19])[CH3:18].C([O-])([O-])=O.[Na+].[Na+], predict the reaction product. The product is: [C:17]([O:21][C:22]([N:24]1[CH2:25][CH:26]=[C:27]([C:2]2[N:3]=[C:4]([NH2:16])[C:5]3[N:6]([N:8]=[C:9]([C:11]4[O:12][CH:13]=[CH:14][CH:15]=4)[N:10]=3)[CH:7]=2)[CH2:28][CH2:29]1)=[O:23])([CH3:20])([CH3:18])[CH3:19]. (2) Given the reactants [C:1]([O:5][C:6](=[O:32])[N:7]([C:9]([CH2:23][N:24]([C:26](=[O:31])[C:27]([Cl:30])([F:29])[F:28])[CH3:25])([C:15]1[CH:20]=[CH:19][C:18]([Cl:21])=[C:17]([Cl:22])[CH:16]=1)[CH2:10][CH:11]([OH:14])CO)[CH3:8])([CH3:4])([CH3:3])[CH3:2].I([O-])(=O)(=O)=O.[Na+], predict the reaction product. The product is: [C:1]([O:5][C:6](=[O:32])[N:7]([C:9]([CH2:23][N:24]([C:26](=[O:31])[C:27]([Cl:30])([F:28])[F:29])[CH3:25])([C:15]1[CH:20]=[CH:19][C:18]([Cl:21])=[C:17]([Cl:22])[CH:16]=1)[CH2:10][CH:11]=[O:14])[CH3:8])([CH3:4])([CH3:2])[CH3:3]. (3) Given the reactants [CH:1]1([NH:5][C:6]([C@@H:8]2[CH2:12][CH2:11][CH2:10][N:9]2[C:13](=[O:40])[CH2:14][O:15][C:16]2[N:20]([C:21]3[CH:26]=[CH:25][CH:24]=[CH:23][CH:22]=3)[N:19]=[C:18]([C:27]([NH:29][C@@H:30]([CH:34]3[CH2:39][CH2:38][CH2:37][CH2:36][CH2:35]3)[C:31](O)=[O:32])=[O:28])[CH:17]=2)=[O:7])[CH2:4][CH2:3][CH2:2]1.CN(C(ON1N=NC2C=CC=NC1=2)=[N+](C)C)C.F[P-](F)(F)(F)(F)F.CCN(C(C)C)C(C)C.[CH2:74]([O:76][C:77]([N:79]1[CH2:84][CH2:83][NH:82][CH2:81][CH2:80]1)=[O:78])[CH3:75], predict the reaction product. The product is: [CH2:74]([O:76][C:77]([N:79]1[CH2:80][CH2:81][N:82]([C:31](=[O:32])[C@@H:30]([NH:29][C:27]([C:18]2[CH:17]=[C:16]([O:15][CH2:14][C:13]([N:9]3[CH2:10][CH2:11][CH2:12][C@H:8]3[C:6](=[O:7])[NH:5][CH:1]3[CH2:2][CH2:3][CH2:4]3)=[O:40])[N:20]([C:21]3[CH:22]=[CH:23][CH:24]=[CH:25][CH:26]=3)[N:19]=2)=[O:28])[CH:34]2[CH2:39][CH2:38][CH2:37][CH2:36][CH2:35]2)[CH2:83][CH2:84]1)=[O:78])[CH3:75]. (4) Given the reactants Cl[C:2]1[CH:7]=[CH:6][N:5]=[CH:4][C:3]=1[C:8]1([OH:12])[CH2:11][CH2:10][CH2:9]1.[F:13][C:14]([F:18])([F:17])[CH2:15][OH:16].CC(C)([O-])C.[K+], predict the reaction product. The product is: [F:13][C:14]([F:18])([F:17])[CH2:15][O:16][C:2]1[CH:7]=[CH:6][N:5]=[CH:4][C:3]=1[C:8]1([OH:12])[CH2:11][CH2:10][CH2:9]1. (5) Given the reactants [CH2:1]([O:8][C:9]1[CH:14]=[CH:13][CH:12]=[C:11](Br)[CH:10]=1)[C:2]1[CH:7]=[CH:6][CH:5]=[CH:4][CH:3]=1.C1(P(C2CCCCC2)C2C=CC=CC=2C2[C:30]([N:35]([CH3:37])C)=[CH:31][CH:32]=[CH:33]C=2)CCCCC1.N1CCCCC1.P([O-])([O-])([O-])=O.[K+].[K+].[K+], predict the reaction product. The product is: [CH2:1]([O:8][C:9]1[CH:10]=[C:11]([N:35]2[CH2:30][CH2:31][CH2:32][CH2:33][CH2:37]2)[CH:12]=[CH:13][CH:14]=1)[C:2]1[CH:7]=[CH:6][CH:5]=[CH:4][CH:3]=1. (6) Given the reactants Br[C:2]1[CH:3]=[C:4]2[C:9](=[CH:10][CH:11]=1)[N:8]=[C:7]([N:12]([CH2:14][C:15]1[CH:20]=[CH:19][C:18]([F:21])=[C:17]([C:22]([F:25])([F:24])[F:23])[CH:16]=1)[CH3:13])[CH:6]=[N:5]2.[C:26]([N:33]1[CH:37]=[C:36](B2OC(C)(C)C(C)(C)O2)[CH:35]=[N:34]1)([O:28][C:29]([CH3:32])([CH3:31])[CH3:30])=[O:27].C(=O)([O-])[O-].[Cs+].[Cs+].[I-].[K+], predict the reaction product. The product is: [C:29]([O:28][C:26]([N:33]1[CH:37]=[C:36]([C:2]2[CH:3]=[C:4]3[C:9](=[CH:10][CH:11]=2)[N:8]=[C:7]([N:12]([CH2:14][C:15]2[CH:20]=[CH:19][C:18]([F:21])=[C:17]([C:22]([F:24])([F:23])[F:25])[CH:16]=2)[CH3:13])[CH:6]=[N:5]3)[CH:35]=[N:34]1)=[O:27])([CH3:32])([CH3:30])[CH3:31]. (7) Given the reactants [C:1]([OH:9])(=O)[C:2]1[CH:7]=[CH:6][CH:5]=[CH:4][CH:3]=1.[Br:10][C:11]1[CH:17]=[CH:16][C:14]([NH2:15])=[CH:13][CH:12]=1, predict the reaction product. The product is: [NH2:15][C:14]1[CH:16]=[CH:17][C:11]([Br:10])=[CH:12][C:13]=1[C:1]([C:2]1[CH:3]=[CH:4][CH:5]=[CH:6][CH:7]=1)=[O:9]. (8) Given the reactants [CH3:1][C:2]1[CH:7]=[CH:6][CH:5]=[C:4]([CH3:8])[C:3]=1[NH:9][C:10](=[O:42])[CH2:11][N:12]1[CH2:17][CH2:16][N:15]([CH2:18][CH:19]([OH:41])[CH2:20][O:21][C:22]2[CH:23]=[CH:24][C:25]3OC(C4C=CC=C(C(F)(F)F)C=4)=N[C:26]=3[CH:40]=2)[CH2:14][CH2:13]1.O1CC1COC1C=CC=C2C=1[CH:50]=[CH:51][N:52]=[CH:53]2, predict the reaction product. The product is: [CH3:8][C:4]1[CH:5]=[CH:6][CH:7]=[C:2]([CH3:1])[C:3]=1[NH:9][C:10](=[O:42])[CH2:11][N:12]1[CH2:13][CH2:14][N:15]([CH2:18][CH:19]([OH:41])[CH2:20][O:21][C:22]2[CH:23]=[CH:24][CH:25]=[C:26]3[C:40]=2[CH:50]=[CH:51][N:52]=[CH:53]3)[CH2:16][CH2:17]1. (9) Given the reactants Br[C:2]1[N:7]2[CH:8]=[N:9][N:10]=[C:6]2[C:5]([N:11]2[CH2:16][CH2:15][N:14]([C:17]([O:19][C:20]([CH3:23])([CH3:22])[CH3:21])=[O:18])[CH2:13][CH2:12]2)=[N:4][CH:3]=1.[O:24]1[CH:28]=[CH:27][C:26](B(O)O)=[CH:25]1.C([O-])([O-])=O.[Cs+].[Cs+].O1CCOCC1, predict the reaction product. The product is: [O:24]1[CH:28]=[CH:27][C:26]([C:2]2[N:7]3[CH:8]=[N:9][N:10]=[C:6]3[C:5]([N:11]3[CH2:16][CH2:15][N:14]([C:17]([O:19][C:20]([CH3:23])([CH3:22])[CH3:21])=[O:18])[CH2:13][CH2:12]3)=[N:4][CH:3]=2)=[CH:25]1.